The task is: Binary Classification. Given a drug SMILES string, predict its activity (active/inactive) in a high-throughput screening assay against a specified biological target.. This data is from M1 muscarinic receptor agonist screen with 61,833 compounds. (1) The compound is s1c2ncnc(Sc3n(nnn3)C)c2c(c2ccc(F)cc2)c1. The result is 0 (inactive). (2) The drug is S(Cc1[nH]c2c(n1)cccc2)c1ncccc1. The result is 0 (inactive).